From a dataset of Full USPTO retrosynthesis dataset with 1.9M reactions from patents (1976-2016). Predict the reactants needed to synthesize the given product. (1) Given the product [CH3:19][O:20][C:21]1[CH:28]=[CH:27][CH:26]=[CH:25][C:22]=1[CH2:23][N:24]1[C:10](=[O:12])[C:9]2[C:8](=[CH:18][CH:17]=[CH:16][CH:15]=2)[CH:2]1[C:3]([O:5][CH2:6][CH3:7])=[O:4], predict the reactants needed to synthesize it. The reactants are: Br[CH:2]([C:8]1[CH:18]=[CH:17][CH:16]=[CH:15][C:9]=1[C:10]([O:12]CC)=O)[C:3]([O:5][CH2:6][CH3:7])=[O:4].[CH3:19][O:20][C:21]1[CH:28]=[CH:27][CH:26]=[CH:25][C:22]=1[CH2:23][NH2:24].C(#N)C. (2) Given the product [Cl:23][CH:20]([C:17]1([C:14]2[CH:15]=[CH:16][C:11]([O:10][CH3:9])=[CH:12][CH:13]=2)[CH2:19][CH2:18]1)[CH:21]=[O:22], predict the reactants needed to synthesize it. The reactants are: N1CCC[C@H]1C(O)=O.[CH3:9][O:10][C:11]1[CH:16]=[CH:15][C:14]([C:17]2([CH2:20][CH:21]=[O:22])[CH2:19][CH2:18]2)=[CH:13][CH:12]=1.[Cl:23]N1C(=O)CCC1=O. (3) Given the product [CH2:17]([N:1]([CH2:2][CH2:3][CH2:4][CH2:5][CH2:6][C:7]#[N:8])[CH2:9][CH2:10][CH2:11][CH2:12][CH2:13][C:14]#[N:15])[CH2:18][CH3:19], predict the reactants needed to synthesize it. The reactants are: [NH:1]([CH2:9][CH2:10][CH2:11][CH2:12][CH2:13][C:14]#[N:15])[CH2:2][CH2:3][CH2:4][CH2:5][CH2:6][C:7]#[N:8].I[CH2:17][CH2:18][CH3:19].C(=O)([O-])[O-].[K+].[K+].[N+](C1C=CC(C(Cl)=O)=CC=1)([O-])=O. (4) Given the product [CH3:18][N:13]1[C:12]([C:10]([NH:9][C:5]2[CH:4]=[C:3]([C:1]#[C:2][C:20]3[CH:21]=[N:22][CH:23]=[C:24]([CH:37]=3)[C:25]([N:27]=[S@@:28]([CH3:36])(=[O:35])[C:29]3[CH:34]=[CH:33][CH:32]=[CH:31][CH:30]=3)=[O:26])[CH:8]=[CH:7][CH:6]=2)=[O:11])=[CH:16][C:15]([CH3:17])=[N:14]1, predict the reactants needed to synthesize it. The reactants are: [C:1]([C:3]1[CH:4]=[C:5]([NH:9][C:10]([C:12]2[N:13]([CH3:18])[N:14]=[C:15]([CH3:17])[CH:16]=2)=[O:11])[CH:6]=[CH:7][CH:8]=1)#[CH:2].Br[C:20]1[CH:21]=[N:22][CH:23]=[C:24]([CH:37]=1)[C:25]([N:27]=[S@@:28]([CH3:36])(=[O:35])[C:29]1[CH:34]=[CH:33][CH:32]=[CH:31][CH:30]=1)=[O:26]. (5) Given the product [CH3:1][C:2]1([CH3:12])[O:6][C@H:5]([CH2:7][C:8]([F:19])=[O:9])[C:4](=[O:11])[O:3]1, predict the reactants needed to synthesize it. The reactants are: [CH3:1][C:2]1([CH3:12])[O:6][C@H:5]([CH2:7][C:8](O)=[O:9])[C:4](=[O:11])[O:3]1.C(N(S(F)(F)[F:19])CC)C. (6) Given the product [Br:1][C:2]1[CH:12]=[N:11][C:5]2=[C:6]([N:18]3[CH2:23][CH2:22][O:21][CH2:20][CH2:19]3)[N:7]=[N:8][CH:9]=[C:4]2[CH:3]=1, predict the reactants needed to synthesize it. The reactants are: [Br:1][C:2]1[CH:12]=[N:11][C:5]2[C:6](=O)[NH:7][N:8]=[CH:9][C:4]=2[CH:3]=1.P(Cl)(Cl)(Cl)=O.[NH:18]1[CH2:23][CH2:22][O:21][CH2:20][CH2:19]1. (7) The reactants are: [CH:1]([N:4]1[CH2:9][CH2:8][N:7]([C:10]([CH:12]2[CH2:17][CH2:16][NH:15][CH2:14][CH2:13]2)=[O:11])[CH2:6][CH2:5]1)([CH3:3])[CH3:2].[Cl:18][C:19]1[CH:24]=[CH:23][N:22]=[C:21]([C:25]#[N:26])[CH:20]=1.C(=O)([O-])[O-].[K+].[K+].Cl. Given the product [ClH:18].[CH:1]([N:4]1[CH2:9][CH2:8][N:7]([C:10]([CH:12]2[CH2:13][CH2:14][N:15]([C:19]3[CH:24]=[CH:23][N:22]=[C:21]([C:25]#[N:26])[CH:20]=3)[CH2:16][CH2:17]2)=[O:11])[CH2:6][CH2:5]1)([CH3:3])[CH3:2], predict the reactants needed to synthesize it. (8) Given the product [CH3:24][O:8][C:6]1[C:5]([N+:9]([O-:11])=[O:10])=[CH:4][CH:3]=[CH:2][C:7]=1[C:19]1[CH:18]=[CH:17][CH:16]=[C:15]([C:12]([OH:14])=[O:13])[CH:20]=1, predict the reactants needed to synthesize it. The reactants are: Br[C:2]1[CH:3]=[CH:4][C:5]([N+:9]([O-:11])=[O:10])=[C:6]([OH:8])[CH:7]=1.[C:12]([C:15]1[CH:16]=[C:17](B(O)O)[CH:18]=[CH:19][CH:20]=1)([OH:14])=[O:13].[C:24](C1C=CC(B(O)O)=CC=1)(O)=O.